This data is from Reaction yield outcomes from USPTO patents with 853,638 reactions. The task is: Predict the reaction yield, written as a fraction of the theoretical maximum amount of product (1.0 means a 100% yield; for example, 0.34 means a 34% yield). (1) The reactants are Br[C:2]1[CH:7]=[C:6]([CH3:8])[C:5]([CH3:9])=[CH:4][C:3]=1[N+:10]([O-:12])=[O:11].[NH2:13][CH2:14][CH:15]([O:23][CH:24]([CH3:26])[CH3:25])[CH2:16][C:17]1[CH:22]=[CH:21][CH:20]=[CH:19][CH:18]=1.C([O-])([O-])=O.[Cs+].[Cs+].O(C1C=CC=CC=1P(C1C=CC=CC=1)C1C=CC=CC=1)C1C=CC=CC=1P(C1C=CC=CC=1)C1C=CC=CC=1.C1(C)C=CC=CC=1. The catalyst is C1C=CC(/C=C/C(/C=C/C2C=CC=CC=2)=O)=CC=1.C1C=CC(/C=C/C(/C=C/C2C=CC=CC=2)=O)=CC=1.C1C=CC(/C=C/C(/C=C/C2C=CC=CC=2)=O)=CC=1.[Pd].[Pd]. The product is [CH:24]([O:23][CH:15]([CH2:16][C:17]1[CH:18]=[CH:19][CH:20]=[CH:21][CH:22]=1)[CH2:14][NH:13][C:2]1[CH:7]=[C:6]([CH3:8])[C:5]([CH3:9])=[CH:4][C:3]=1[N+:10]([O-:12])=[O:11])([CH3:26])[CH3:25]. The yield is 0.290. (2) The reactants are [O:1]=[C:2]1[C:6]2([CH2:11][CH2:10][NH:9][CH2:8][CH2:7]2)[N:5]([C:12]2[CH:17]=[CH:16][CH:15]=[CH:14][CH:13]=2)[CH2:4][N:3]1[CH2:18][C:19]1[CH:20]=[C:21]([CH:29]=[CH:30][CH:31]=1)[C:22]([O:24][C:25]([CH3:28])([CH3:27])[CH3:26])=[O:23].C(=O)([O-])[O-].[K+].[K+].[I-].[Na+].Cl[CH2:41][CH2:42][CH2:43][C:44]1[C:52]2[C:47](=[CH:48][CH:49]=[CH:50][CH:51]=2)[NH:46][N:45]=1. The catalyst is CC(=O)CC. The product is [NH:46]1[C:47]2[C:52](=[CH:51][CH:50]=[CH:49][CH:48]=2)[C:44]([CH2:43][CH2:42][CH2:41][N:9]2[CH2:10][CH2:11][C:6]3([N:5]([C:12]4[CH:13]=[CH:14][CH:15]=[CH:16][CH:17]=4)[CH2:4][N:3]([CH2:18][C:19]4[CH:20]=[C:21]([CH:29]=[CH:30][CH:31]=4)[C:22]([O:24][C:25]([CH3:28])([CH3:26])[CH3:27])=[O:23])[C:2]3=[O:1])[CH2:7][CH2:8]2)=[N:45]1. The yield is 0.220. (3) The reactants are [CH3:1][O:2][C:3](=[O:20])[C:4]1[CH:9]=[CH:8][C:7]([N:10]2[C:14]([NH2:15])=[CH:13][C:12]([C:16]([CH3:19])([CH3:18])[CH3:17])=[N:11]2)=[CH:6][CH:5]=1.Cl[C:22]([O:24][C:25]1[CH:30]=[CH:29][CH:28]=[CH:27][CH:26]=1)=[O:23].C(=O)([O-])[O-].[Na+].[Na+].C(OCC)(=O)C. The catalyst is C1COCC1. The product is [CH3:1][O:2][C:3](=[O:20])[C:4]1[CH:5]=[CH:6][C:7]([N:10]2[C:14]([NH:15][C:22]([O:24][C:25]3[CH:30]=[CH:29][CH:28]=[CH:27][CH:26]=3)=[O:23])=[CH:13][C:12]([C:16]([CH3:17])([CH3:19])[CH3:18])=[N:11]2)=[CH:8][CH:9]=1. The yield is 0.560.